This data is from Full USPTO retrosynthesis dataset with 1.9M reactions from patents (1976-2016). The task is: Predict the reactants needed to synthesize the given product. (1) Given the product [CH2:67]([O:69][C:70](=[O:85])[C:71]1[CH:76]=[CH:75][C:74]([NH:77][CH:78]2[CH2:79][CH2:80][CH2:81][CH2:82][CH2:83]2)=[C:73]([NH:84][C:22]([C:17]2[CH:18]=[C:19]3[C:14](=[CH:15][CH:16]=2)[N:13]=[C:12]([C:11]2[C:6]([C:5]4[CH:32]=[CH:33][C:2]([Cl:1])=[CH:3][CH:4]=4)=[CH:7][CH:8]=[C:9]([C:25]([N:27]4[CH2:31][CH2:30][CH2:29][CH2:28]4)=[O:26])[CH:10]=2)[CH:21]=[CH:20]3)=[O:23])[CH:72]=1)[CH3:68], predict the reactants needed to synthesize it. The reactants are: [Cl:1][C:2]1[CH:33]=[CH:32][C:5]([C:6]2[C:11]([C:12]3[CH:21]=[CH:20][C:19]4[C:14](=[CH:15][CH:16]=[C:17]([C:22](O)=[O:23])[CH:18]=4)[N:13]=3)=[CH:10][C:9]([C:25]([N:27]3[CH2:31][CH2:30][CH2:29][CH2:28]3)=[O:26])=[CH:8][CH:7]=2)=[CH:4][CH:3]=1.CN(C(ON1N=NC2C=CC=NC1=2)=[N+](C)C)C.F[P-](F)(F)(F)(F)F.CCN(C(C)C)C(C)C.[CH2:67]([O:69][C:70](=[O:85])[C:71]1[CH:76]=[CH:75][C:74]([NH:77][CH:78]2[CH2:83][CH2:82][CH2:81][CH2:80][CH2:79]2)=[C:73]([NH2:84])[CH:72]=1)[CH3:68]. (2) The reactants are: [N:1]([O-])=O.[Na+].[Cl:5][C:6]1[CH:12]=[CH:11][C:9]([NH2:10])=[CH:8][CH:7]=1. Given the product [Cl-:5].[Cl:5][C:6]1[CH:12]=[CH:11][C:9]([N+:10]#[N:1])=[CH:8][CH:7]=1, predict the reactants needed to synthesize it. (3) Given the product [Cl:48][C:49]1[CH:50]=[C:51]([NH2:61])[CH:52]=[CH:53][C:54]=1[N:55]1[CH2:56][CH2:57][N:58]([C:12]2[C:11]3[C:6](=[CH:7][C:8]([O:31][CH3:32])=[C:9]([O:29][CH3:30])[CH:10]=3)[N:5]=[C:4]([CH:1]3[CH2:3][CH2:2]3)[N:13]=2)[CH2:59][CH2:60]1, predict the reactants needed to synthesize it. The reactants are: [CH:1]1([C:4]2[N:13]=[C:12](N3CCN(C4C=CC(F)=CC=4OC)CC3)[C:11]3[C:6](=[CH:7][C:8]([O:31][CH3:32])=[C:9]([O:29][CH3:30])[CH:10]=3)[N:5]=2)[CH2:3][CH2:2]1.FC1C=CC(N2CCNCC2)=C(OC)C=1.[Cl:48][C:49]1[CH:50]=[C:51]([NH2:61])[CH:52]=[CH:53][C:54]=1[N:55]1[CH2:60][CH2:59][NH:58][CH2:57][CH2:56]1. (4) Given the product [C:2]1([CH2:1][O:8][C:18]([NH:17][CH:22]=[CH2:21])=[O:10])[CH:7]=[CH:6][CH:5]=[CH:4][CH:3]=1, predict the reactants needed to synthesize it. The reactants are: [CH2:1]([OH:8])[C:2]1[CH:7]=[CH:6][CH:5]=[CH:4][CH:3]=1.C1(C=CC(O)=CC=1)[OH:10].[N:17]1[CH:22]=[CH:21]C=C[CH:18]=1. (5) Given the product [NH2:29][CH2:32][C:33]1([O:39][CH3:40])[CH2:38][CH2:37][N:36]([C:2]2[N:7]=[C:6]([NH:8][C:9]3[N:14]=[CH:13][C:12]4[N:15]=[C:16]([CH2:21][OH:22])[N:17]([CH:18]([CH3:20])[CH3:19])[C:11]=4[CH:10]=3)[CH:5]=[CH:4][N:3]=2)[CH2:35][CH2:34]1, predict the reactants needed to synthesize it. The reactants are: Cl[C:2]1[N:7]=[C:6]([NH:8][C:9]2[N:14]=[CH:13][C:12]3[N:15]=[C:16]([CH2:21][O:22]C4CCCCO4)[N:17]([CH:18]([CH3:20])[CH3:19])[C:11]=3[CH:10]=2)[CH:5]=[CH:4][N:3]=1.[N:29]([CH2:32][C:33]1([O:39][CH3:40])[CH2:38][CH2:37][NH:36][CH2:35][CH2:34]1)=[N+]=[N-]. (6) Given the product [N+:1]([C:4]1[CH:12]=[CH:11][C:7]([C@@H:8]2[O:10][CH2:9]2)=[CH:6][CH:5]=1)([O-:3])=[O:2], predict the reactants needed to synthesize it. The reactants are: [N+:1]([C:4]1[CH:12]=[CH:11][C:7]([CH:8]2[O:10][CH2:9]2)=[CH:6][CH:5]=1)([O-:3])=[O:2].[N-]=[N+]=[N-].[Na+]. (7) The reactants are: Cl.C[O:3][C:4](=[O:38])[C:5]1[CH:10]=[CH:9][C:8]([O:11][C:12]2[CH:17]=[CH:16][C:15]([CH2:18][C@H:19]([NH2:37])[C:20]3[N:21]([CH2:33][CH2:34][CH2:35][CH3:36])[CH:22]=[C:23]([C:25]4[CH:30]=[CH:29][C:28]([Cl:31])=[CH:27][C:26]=4[Cl:32])[N:24]=3)=[CH:14][CH:13]=2)=[CH:7][CH:6]=1.[F:39][C:40]1[CH:41]=[C:42]([CH2:46][C:47]([OH:49])=O)[CH:43]=[CH:44][CH:45]=1. Given the product [CH2:33]([N:21]1[CH:22]=[C:23]([C:25]2[CH:30]=[CH:29][C:28]([Cl:31])=[CH:27][C:26]=2[Cl:32])[N:24]=[C:20]1[C@@H:19]([NH:37][C:47](=[O:49])[CH2:46][C:42]1[CH:43]=[CH:44][CH:45]=[C:40]([F:39])[CH:41]=1)[CH2:18][C:15]1[CH:16]=[CH:17][C:12]([O:11][C:8]2[CH:9]=[CH:10][C:5]([C:4]([OH:38])=[O:3])=[CH:6][CH:7]=2)=[CH:13][CH:14]=1)[CH2:34][CH2:35][CH3:36], predict the reactants needed to synthesize it.